From a dataset of Catalyst prediction with 721,799 reactions and 888 catalyst types from USPTO. Predict which catalyst facilitates the given reaction. Reactant: [C:1]([O:5][C@@H:6]([C:12]1[C:34]([CH3:35])=[CH:33][C:15]2[N:16]=[C:17]([N:19]3[CH2:24][CH2:23][O:22][C:21]([C:26]4[CH:31]=[CH:30][C:29]([Cl:32])=[CH:28][CH:27]=4)([CH3:25])[CH2:20]3)[S:18][C:14]=2[C:13]=1[C:36]1[CH:41]=[CH:40][C:39]([Cl:42])=[CH:38][CH:37]=1)[C:7]([O:9]CC)=[O:8])([CH3:4])([CH3:3])[CH3:2].[OH-].[Na+]. Product: [C:1]([O:5][C@@H:6]([C:12]1[C:34]([CH3:35])=[CH:33][C:15]2[N:16]=[C:17]([N:19]3[CH2:24][CH2:23][O:22][C:21]([C:26]4[CH:31]=[CH:30][C:29]([Cl:32])=[CH:28][CH:27]=4)([CH3:25])[CH2:20]3)[S:18][C:14]=2[C:13]=1[C:36]1[CH:37]=[CH:38][C:39]([Cl:42])=[CH:40][CH:41]=1)[C:7]([OH:9])=[O:8])([CH3:2])([CH3:3])[CH3:4]. The catalyst class is: 92.